From a dataset of Full USPTO retrosynthesis dataset with 1.9M reactions from patents (1976-2016). Predict the reactants needed to synthesize the given product. (1) Given the product [Cl:1][C:2]1[CH:3]=[CH:4][C:5]([C:8]2[CH:9]=[C:10]([NH:20][C:26]([C:22]3[S:21][CH:25]=[CH:24][N:23]=3)=[O:27])[CH:11]=[N:12][C:13]=2[O:14][CH2:15][C:16]([F:17])([F:18])[F:19])=[CH:6][CH:7]=1, predict the reactants needed to synthesize it. The reactants are: [Cl:1][C:2]1[CH:7]=[CH:6][C:5]([C:8]2[CH:9]=[C:10]([NH2:20])[CH:11]=[N:12][C:13]=2[O:14][CH2:15][C:16]([F:19])([F:18])[F:17])=[CH:4][CH:3]=1.[S:21]1[CH:25]=[CH:24][N:23]=[C:22]1[C:26](O)=[O:27]. (2) Given the product [Cl:1][C:2]1[CH:7]=[CH:6][C:5]([O:28][C:25]2[CH:24]=[CH:23][C:22]([C:21]3[C:14]4=[N:13][S:12](=[O:29])(=[O:11])[CH2:17][CH2:16][N:15]4[CH:18]=[CH:19][CH:20]=3)=[CH:27][CH:26]=2)=[CH:4][CH:3]=1, predict the reactants needed to synthesize it. The reactants are: [Cl:1][C:2]1[CH:7]=[CH:6][C:5](B(O)O)=[CH:4][CH:3]=1.[O:11]=[S:12]1(=[O:29])[CH2:17][CH2:16][N:15]2[CH:18]=[CH:19][CH:20]=[C:21]([C:22]3[CH:27]=[CH:26][C:25]([OH:28])=[CH:24][CH:23]=3)[C:14]2=[N:13]1.C(N(CC)CC)C. (3) Given the product [N+:15]([C:18]1[CH:23]=[CH:22][N:21]2[CH:24]=[C:25]([C:27]([O:29][CH2:8][CH3:9])=[O:28])[N:26]=[C:20]2[CH:19]=1)([O-:17])=[O:16], predict the reactants needed to synthesize it. The reactants are: C(=O)([O-])[O-].[K+].[K+].I[CH2:8][CH3:9].O1CCCC1.[N+:15]([C:18]1[CH:23]=[CH:22][N:21]2[CH:24]=[C:25]([C:27]([OH:29])=[O:28])[N:26]=[C:20]2[CH:19]=1)([O-:17])=[O:16]. (4) Given the product [C:22]1([CH2:21][CH2:20][CH2:19][CH2:18][CH2:17][C:12]([C:10]2[O:11][C:7]([C:2]3[CH:3]=[CH:4][CH:5]=[CH:6][N:1]=3)=[N:8][N:9]=2)=[O:14])[CH:27]=[CH:26][CH:25]=[CH:24][CH:23]=1, predict the reactants needed to synthesize it. The reactants are: [N:1]1[CH:6]=[CH:5][CH:4]=[CH:3][C:2]=1[C:7]1[O:11][C:10]([C:12]([O:14]C)=O)=[N:9][N:8]=1.Br[CH2:17][CH2:18][CH2:19][CH2:20][CH2:21][C:22]1[CH:27]=[CH:26][CH:25]=[CH:24][CH:23]=1. (5) Given the product [CH3:3][O:4][C:5]1[C:10]([NH:11][CH2:12][C:13]([OH:15])=[O:14])=[CH:9][C:8]([CH2:18][S:19](/[CH:22]=[CH:23]/[C:24]2[C:29]([O:30][CH3:31])=[CH:28][C:27]([O:32][CH3:33])=[CH:26][C:25]=2[O:34][CH3:35])(=[O:21])=[O:20])=[CH:7][N:6]=1, predict the reactants needed to synthesize it. The reactants are: [OH-].[Na+].[CH3:3][O:4][C:5]1[C:10]([NH:11][CH2:12][C:13]([O:15]CC)=[O:14])=[CH:9][C:8]([CH2:18][S:19](/[CH:22]=[CH:23]/[C:24]2[C:29]([O:30][CH3:31])=[CH:28][C:27]([O:32][CH3:33])=[CH:26][C:25]=2[O:34][CH3:35])(=[O:21])=[O:20])=[CH:7][N:6]=1.Cl.